From a dataset of Forward reaction prediction with 1.9M reactions from USPTO patents (1976-2016). Predict the product of the given reaction. (1) Given the reactants [O:1]1[CH2:6][CH2:5][O:4][C:3]2=[C:7]([C:10]([OH:12])=O)[S:8][CH:9]=[C:2]12.[I:13][C:14]1[CH:15]=[C:16]([CH:18]=[CH:19][CH:20]=1)[NH2:17].C(N(CC)CC)C.CN(C=O)C, predict the reaction product. The product is: [I:13][C:14]1[CH:15]=[C:16]([NH:17][C:10]([C:7]2[S:8][CH:9]=[C:2]3[C:3]=2[O:4][CH2:5][CH2:6][O:1]3)=[O:12])[CH:18]=[CH:19][CH:20]=1. (2) Given the reactants [OH:1][C:2]1([C:12]#[C:13][C:14]2[CH:22]=[CH:21][CH:20]=[CH:19][C:15]=2[C:16]([OH:18])=[O:17])[C:7]([CH3:9])([CH3:8])[CH:6]2[CH2:10][C:3]1([CH3:11])[CH2:4][CH2:5]2.ON1C2C=CC=CC=2N=N1.Cl.C(N=C=NCCCN(C)C)C.[CH3:45][O:46][CH2:47][CH2:48]O.C(N(CC)CC)C, predict the reaction product. The product is: [OH:1][C:2]1([C:12]#[C:13][C:14]2[CH:22]=[CH:21][CH:20]=[CH:19][C:15]=2[C:16]([O:18][CH2:48][CH2:47][O:46][CH3:45])=[O:17])[C:7]([CH3:8])([CH3:9])[CH:6]2[CH2:10][C:3]1([CH3:11])[CH2:4][CH2:5]2. (3) The product is: [CH3:16][C:10]1[N:11]=[C:12]([NH:14][CH3:15])[S:13][C:9]=1[C:7]1[C:4]([C:3]#[N:2])=[CH:5][N:36]=[C:34]([NH:33][C:29]2[CH:30]=[CH:31][CH:32]=[C:27]([S:24]([N:21]3[CH2:22][CH2:23][O:18][CH2:19][CH2:20]3)(=[O:25])=[O:26])[CH:28]=2)[N:35]=1. Given the reactants C[N:2](C)[CH:3]=[C:4]([C:7]([C:9]1[S:13][C:12]([NH:14][CH3:15])=[N:11][C:10]=1[CH3:16])=O)[C:5]#N.[O:18]1[CH2:23][CH2:22][N:21]([S:24]([C:27]2[CH:28]=[C:29]([NH:33][C:34]([NH2:36])=[NH:35])[CH:30]=[CH:31][CH:32]=2)(=[O:26])=[O:25])[CH2:20][CH2:19]1, predict the reaction product. (4) Given the reactants [C:1]([C:3]1[CH:8]=[CH:7][CH:6]=[CH:5][C:4]=1[C:9]1[CH:14]=[CH:13][C:12]([CH2:15][C:16]2[C:17](=[O:44])[N:18]([C@H:28]3[CH2:33][CH2:32][C@H:31]([C:34]4[O:38][CH:37]=[N:36][C:35]=4[C:39]([O:41]CC)=[O:40])[CH2:30][CH2:29]3)[C:19]3[N:20]([N:25]=[CH:26][N:27]=3)[C:21]=2[CH2:22][CH2:23][CH3:24])=[CH:11][CH:10]=1)#[N:2].[OH-].[Na+].O1CCCC1.Cl, predict the reaction product. The product is: [C:1]([C:3]1[CH:8]=[CH:7][CH:6]=[CH:5][C:4]=1[C:9]1[CH:14]=[CH:13][C:12]([CH2:15][C:16]2[C:17](=[O:44])[N:18]([C@H:28]3[CH2:29][CH2:30][C@H:31]([C:34]4[O:38][CH:37]=[N:36][C:35]=4[C:39]([OH:41])=[O:40])[CH2:32][CH2:33]3)[C:19]3[N:20]([N:25]=[CH:26][N:27]=3)[C:21]=2[CH2:22][CH2:23][CH3:24])=[CH:11][CH:10]=1)#[N:2]. (5) The product is: [Cl:26][C:15]1[N:14]2[C:10](=[N:11][C:12]3[CH:20]=[CH:19][CH:18]=[CH:17][C:13]=32)[C:9]([C:21]#[N:22])=[C:8]([CH3:23])[C:7]=1[CH2:1][CH2:2][CH2:3][CH2:4][CH2:5][CH3:6]. Given the reactants [CH2:1]([C:7]1[C:15](=O)[N:14]2[C:10]([NH:11][C:12]3[CH:20]=[CH:19][CH:18]=[CH:17][C:13]=32)=[C:9]([C:21]#[N:22])[C:8]=1[CH3:23])[CH2:2][CH2:3][CH2:4][CH2:5][CH3:6].P(Cl)(Cl)([Cl:26])=O, predict the reaction product. (6) The product is: [NH2:16][C:15]1[C:10]2[C:9]([C:17]3[CH:22]=[CH:21][CH:20]=[C:19]([O:23][CH2:24][C:25]4[CH:30]=[CH:29][CH:28]=[CH:27][CH:26]=4)[CH:18]=3)=[CH:8][N:7]([C@@H:5]3[CH2:4][C@H:3]([CH2:2][NH:1][C:37]([NH:36][CH2:35][C:34]4[CH:39]=[CH:40][CH:41]=[C:32]([CH3:31])[CH:33]=4)=[O:38])[CH2:6]3)[C:11]=2[N:12]=[CH:13][N:14]=1. Given the reactants [NH2:1][CH2:2][C@@H:3]1[CH2:6][C@H:5]([N:7]2[C:11]3[N:12]=[CH:13][N:14]=[C:15]([NH2:16])[C:10]=3[C:9]([C:17]3[CH:22]=[CH:21][CH:20]=[C:19]([O:23][CH2:24][C:25]4[CH:30]=[CH:29][CH:28]=[CH:27][CH:26]=4)[CH:18]=3)=[CH:8]2)[CH2:4]1.[CH3:31][C:32]1[CH:33]=[C:34]([CH:39]=[CH:40][CH:41]=1)[CH2:35][N:36]=[C:37]=[O:38], predict the reaction product. (7) Given the reactants [CH3:1][O:2][C:3]1[CH:4]=[C:5]([C:9]2[CH:10]=[C:11]([NH2:14])[NH:12][N:13]=2)[CH:6]=[N:7][CH:8]=1.[OH-].[K+].[C:17](O[C:17]([O:19][C:20]([CH3:23])([CH3:22])[CH3:21])=[O:18])([O:19][C:20]([CH3:23])([CH3:22])[CH3:21])=[O:18], predict the reaction product. The product is: [C:20]([O:19][C:17]([N:12]1[C:11]([NH2:14])=[CH:10][C:9]([C:5]2[CH:6]=[N:7][CH:8]=[C:3]([O:2][CH3:1])[CH:4]=2)=[N:13]1)=[O:18])([CH3:23])([CH3:22])[CH3:21]. (8) Given the reactants [BH-](OC(C)=O)(OC(C)=O)OC(C)=O.[Na+].O=[C:16]1[CH2:21][CH2:20][N:19]([C:22]([O:24][C:25]([CH3:28])([CH3:27])[CH3:26])=[O:23])[CH2:18][CH2:17]1.OC(C(F)(F)F)=O.[CH2:36]([N:39]1[C:47]2[CH:46]=[CH:45][C:44]([C:48]([N:50]3[CH2:55][CH2:54][CH:53]([CH3:56])[CH2:52][CH2:51]3)=[O:49])=[CH:43][C:42]=2[C:41]2[CH2:57][NH:58][CH2:59][CH2:60][C:40]1=2)[CH:37]=[CH2:38], predict the reaction product. The product is: [CH2:36]([N:39]1[C:47]2[CH:46]=[CH:45][C:44]([C:48]([N:50]3[CH2:55][CH2:54][CH:53]([CH3:56])[CH2:52][CH2:51]3)=[O:49])=[CH:43][C:42]=2[C:41]2[CH2:57][N:58]([CH:16]3[CH2:21][CH2:20][N:19]([C:22]([O:24][C:25]([CH3:28])([CH3:27])[CH3:26])=[O:23])[CH2:18][CH2:17]3)[CH2:59][CH2:60][C:40]1=2)[CH:37]=[CH2:38]. (9) The product is: [I:8][C:5]1[CH:6]=[CH:7][C:2]([N:12]2[CH:11]=[C:10]([CH3:9])[CH:14]=[N:13]2)=[CH:3][CH:4]=1. Given the reactants I[C:2]1[CH:7]=[CH:6][C:5]([I:8])=[CH:4][CH:3]=1.[CH3:9][C:10]1[CH:11]=[N:12][NH:13][CH:14]=1.OC1C=CC=C2C=1N=CC=C2.C([O-])([O-])=O.[K+].[K+], predict the reaction product.